This data is from Full USPTO retrosynthesis dataset with 1.9M reactions from patents (1976-2016). The task is: Predict the reactants needed to synthesize the given product. (1) The reactants are: [NH2:1][C:2]1[CH:7]=[CH:6][CH:5]=[CH:4][C:3]=1[C:8](=[O:24])[CH2:9][CH2:10][CH:11]1[CH2:16][CH2:15][N:14]([C:17]([O:19][C:20]([CH3:23])([CH3:22])[CH3:21])=[O:18])[CH2:13][CH2:12]1.Br[C:26]1[CH:31]=[CH:30][CH:29]=[CH:28][CH:27]=1.CC(C)([O-])C.[K+]. Given the product [O:24]=[C:8]([C:3]1[CH:4]=[CH:5][CH:6]=[CH:7][C:2]=1[NH:1][C:26]1[CH:31]=[CH:30][CH:29]=[CH:28][CH:27]=1)[CH2:9][CH2:10][CH:11]1[CH2:12][CH2:13][N:14]([C:17]([O:19][C:20]([CH3:21])([CH3:23])[CH3:22])=[O:18])[CH2:15][CH2:16]1, predict the reactants needed to synthesize it. (2) Given the product [C:2]1([CH:8]2[CH2:14][CH2:13][O:12][CH2:11][CH2:10][N:9]2[C:16]2[N:21]([CH3:22])[C:20](=[O:23])[CH:19]=[C:18]([C:24]3[CH:29]=[CH:28][N:27]=[CH:26][N:25]=3)[N:17]=2)[CH:3]=[CH:4][CH:5]=[CH:6][CH:7]=1, predict the reactants needed to synthesize it. The reactants are: Cl.[C:2]1([CH:8]2[CH2:14][CH2:13][O:12][CH2:11][CH2:10][NH:9]2)[CH:7]=[CH:6][CH:5]=[CH:4][CH:3]=1.Cl[C:16]1[N:21]([CH3:22])[C:20](=[O:23])[CH:19]=[C:18]([C:24]2[CH:29]=[CH:28][N:27]=[CH:26][N:25]=2)[N:17]=1.C(N(CC)CC)C.O. (3) Given the product [ClH:1].[F:2][C:3]1[CH:4]=[C:5]([C:10]2[C:18]3[C:13](=[CH:14][C:15]([O:19][CH2:20][CH2:21][CH2:22][N:23]4[CH2:28][CH2:27][N:26]([S:29]([CH3:32])(=[O:30])=[O:31])[CH2:25][CH2:24]4)=[CH:16][CH:17]=3)[C:12](=[O:33])[C:11]=2[C:34]2[CH:35]=[N:36][C:37]([O:44][CH3:45])=[CH:42][CH:43]=2)[CH:6]=[C:7]([F:9])[CH:8]=1, predict the reactants needed to synthesize it. The reactants are: [ClH:1].[F:2][C:3]1[CH:4]=[C:5]([C:10]2[C:18]3[C:13](=[CH:14][C:15]([O:19][CH2:20][CH2:21][CH2:22][N:23]4[CH2:28][CH2:27][N:26]([S:29]([CH3:32])(=[O:31])=[O:30])[CH2:25][CH2:24]4)=[CH:16][CH:17]=3)[C:12](=[O:33])[C:11]=2[C:34]2[CH:35]=[N:36][C:37]3[C:42]([CH:43]=2)=CC=CC=3)[CH:6]=[C:7]([F:9])[CH:8]=1.[O:44]1CCN(CCOC2C=C3C(C(C4C=CC=CC=4)=C(Br)C3=O)=CC=2)C[CH2:45]1.COC1N=CC(B(O)O)=CC=1. (4) Given the product [CH:16]([C:5]1[CH2:6][C:7]2[C:8]([C:4]=1[CH2:3][CH2:2][NH:1][C:27](=[O:29])[CH3:28])=[C:9]1[CH2:15][CH2:14][O:13][C:10]1=[N:11][CH:12]=2)([CH3:18])[CH3:17], predict the reactants needed to synthesize it. The reactants are: [NH2:1][CH2:2][CH2:3][C:4]1(O)[C:8]2=[C:9]3[CH2:15][CH2:14][O:13][C:10]3=[N:11][CH:12]=[C:7]2[CH2:6][CH:5]1[CH:16]([CH3:18])[CH3:17].C(N(CC)CC)C.[C:27](OC(=O)C)(=[O:29])[CH3:28].O.C1(C)C=CC(S(O)(=O)=O)=CC=1.S([O-])([O-])(=O)=O.[Mg+2].